This data is from Catalyst prediction with 721,799 reactions and 888 catalyst types from USPTO. The task is: Predict which catalyst facilitates the given reaction. (1) Reactant: [N:1]1[CH:6]=[CH:5][C:4]([CH3:7])=[CH:3][CH:2]=1.[Li+].CC([N-]C(C)C)C.[Br:16][C:17]1[CH:28]=[CH:27][C:20]([C:21](N(OC)C)=[O:22])=[CH:19][N:18]=1.CC(=O)OCC. Product: [Br:16][C:17]1[N:18]=[CH:19][C:20]([C:21](=[O:22])[CH2:7][C:4]2[CH:5]=[CH:6][N:1]=[CH:2][CH:3]=2)=[CH:27][CH:28]=1. The catalyst class is: 1. (2) Reactant: [O:1]=[C:2]1[CH2:6][CH2:5][C@H:4]([CH2:7][C@H:8]([C:12]2[CH:17]=[CH:16][CH:15]=[C:14]([C:18]([F:21])([F:20])[F:19])[CH:13]=2)[C:9]([OH:11])=O)[CH2:3]1.C(Cl)(=O)C(Cl)=O.[NH2:28][C:29]1[CH:33]=[CH:32][N:31]([CH2:34][C:35]([CH3:38])([OH:37])[CH3:36])[N:30]=1.N1C(C)=CC=CC=1C. Product: [OH:37][C:35]([CH3:38])([CH3:36])[CH2:34][N:31]1[CH:32]=[CH:33][C:29]([NH:28][C:9](=[O:11])[C@@H:8]([C:12]2[CH:17]=[CH:16][CH:15]=[C:14]([C:18]([F:21])([F:20])[F:19])[CH:13]=2)[CH2:7][C@H:4]2[CH2:5][CH2:6][C:2](=[O:1])[CH2:3]2)=[N:30]1. The catalyst class is: 306. (3) Reactant: C([O:3][C:4]([C:6]1[C:15](=[O:16])[N:14]2[C:9]([C:10]([CH3:35])=[C:11]([N:18]3[CH2:22][CH2:21][C:20]4([CH2:27][CH2:26][N:25](C(OC(C)(C)C)=O)[CH2:24][CH2:23]4)[CH2:19]3)[C:12]([F:17])=[CH:13]2)=[C:8]([CH:36]2[CH2:38][CH2:37]2)[CH:7]=1)=[O:5])C.O[Li].O. Product: [CH:36]1([C:8]2[CH:7]=[C:6]([C:4]([OH:5])=[O:3])[C:15](=[O:16])[N:14]3[C:9]=2[C:10]([CH3:35])=[C:11]([N:18]2[CH2:22][CH2:21][C:20]4([CH2:27][CH2:26][NH:25][CH2:24][CH2:23]4)[CH2:19]2)[C:12]([F:17])=[CH:13]3)[CH2:37][CH2:38]1. The catalyst class is: 40. (4) Reactant: [C:1]([C:3]1[CH:8]=[CH:7][CH:6]=[CH:5][C:4]=1[C:9]1[S:13][C:12]([C:14]([O:16][CH2:17][CH3:18])=[O:15])=[CH:11][CH:10]=1)#[N:2].[O:19](C(OC(C)(C)C)=O)[C:20]([O:22][C:23]([CH3:26])([CH3:25])[CH3:24])=O. Product: [C:23]([O:22][C:20]([NH:2][CH2:1][C:3]1[CH:8]=[CH:7][CH:6]=[CH:5][C:4]=1[C:9]1[S:13][C:12]([C:14]([O:16][CH2:17][CH3:18])=[O:15])=[CH:11][CH:10]=1)=[O:19])([CH3:26])([CH3:25])[CH3:24]. The catalyst class is: 94. (5) Reactant: [CH3:1][O:2][C:3](=[O:13])[CH2:4][NH:5][C:6]1[CH:7]=[N:8][CH:9]=[CH:10][C:11]=1I.[F:14][C:15]1[C:20]([F:21])=[CH:19][C:18](B(O)O)=[C:17]([O:25][CH3:26])[CH:16]=1. Product: [CH3:1][O:2][C:3](=[O:13])[CH2:4][NH:5][C:6]1[CH:7]=[N:8][CH:9]=[CH:10][C:11]=1[C:18]1[CH:19]=[C:20]([F:21])[C:15]([F:14])=[CH:16][C:17]=1[O:25][CH3:26]. The catalyst class is: 243. (6) Reactant: C[O:2][C:3]([C:5]1[CH:6]=[C:7]([Cl:32])[CH:8]=[C:9]2[C:14]=1[NH:13][CH:12]([C:15]1[CH:20]=[CH:19][CH:18]=[C:17]([N:21]3[CH2:26][CH2:25][N:24]([C:27](=[O:29])[CH3:28])[CH2:23][CH2:22]3)[CH:16]=1)[C:11]([CH3:31])([CH3:30])[CH2:10]2)=[O:4].O.[OH-].[Li+].O.Cl. Product: [C:27]([N:24]1[CH2:25][CH2:26][N:21]([C:17]2[CH:16]=[C:15]([CH:12]3[C:11]([CH3:31])([CH3:30])[CH2:10][C:9]4[C:14](=[C:5]([C:3]([OH:4])=[O:2])[CH:6]=[C:7]([Cl:32])[CH:8]=4)[NH:13]3)[CH:20]=[CH:19][CH:18]=2)[CH2:22][CH2:23]1)(=[O:29])[CH3:28]. The catalyst class is: 111. (7) Reactant: [NH2:1][CH2:2][CH:3]([CH3:6])[CH2:4][OH:5].[C:7]([O:11][CH2:12][CH3:13])(=[O:10])[CH:8]=O.[CH3:14][C:15]1[CH:16]=[CH:17][C:18]([N:24]2[N:28]=[CH:27][CH:26]=[N:25]2)=[C:19]([CH:23]=1)[C:20](O)=[O:21]. The catalyst class is: 11. Product: [CH3:6][CH:3]1[CH2:4][O:5][CH:8]([C:7]([O:11][CH2:12][CH3:13])=[O:10])[N:1]([C:20](=[O:21])[C:19]2[CH:23]=[C:15]([CH3:14])[CH:16]=[CH:17][C:18]=2[N:24]2[N:28]=[CH:27][CH:26]=[N:25]2)[CH2:2]1. (8) Reactant: [CH:1]1([O:6][C:7](=[O:30])[CH:8]([O:24][CH:25]2[CH2:29][CH2:28][CH2:27][CH2:26]2)[CH2:9][C:10]2[CH:15]=[CH:14][C:13]([O:16]CC3C=CC=CC=3)=[CH:12][CH:11]=2)[CH2:5][CH2:4][CH2:3][CH2:2]1. Product: [CH:1]1([O:6][C:7](=[O:30])[CH:8]([O:24][CH:25]2[CH2:26][CH2:27][CH2:28][CH2:29]2)[CH2:9][C:10]2[CH:11]=[CH:12][C:13]([OH:16])=[CH:14][CH:15]=2)[CH2:2][CH2:3][CH2:4][CH2:5]1. The catalyst class is: 99.